From a dataset of Forward reaction prediction with 1.9M reactions from USPTO patents (1976-2016). Predict the product of the given reaction. (1) Given the reactants [CH2:1]([O:8][C:9]([NH:11][C@@H:12]([CH2:17][O:18][CH2:19][CH2:20][N:21](C(OC(C)(C)C)=O)[CH3:22])[C:13]([O:15][CH3:16])=[O:14])=[O:10])[C:2]1[CH:7]=[CH:6][CH:5]=[CH:4][CH:3]=1, predict the reaction product. The product is: [CH2:1]([O:8][C:9]([NH:11][C@@H:12]([CH2:17][O:18][CH2:19][CH2:20][NH:21][CH3:22])[C:13]([O:15][CH3:16])=[O:14])=[O:10])[C:2]1[CH:3]=[CH:4][CH:5]=[CH:6][CH:7]=1. (2) The product is: [Br:1][C:2]1[CH:7]=[C:6]([CH2:8][O:9][S:20]([CH3:19])(=[O:22])=[O:21])[CH:5]=[CH:4][N:3]=1. Given the reactants [Br:1][C:2]1[CH:7]=[C:6]([CH2:8][OH:9])[CH:5]=[CH:4][N:3]=1.CCN(C(C)C)C(C)C.[CH3:19][S:20](Cl)(=[O:22])=[O:21], predict the reaction product. (3) Given the reactants [H-].[Al+3].[Li+].[H-].[H-].[H-].[CH2:7]([C@H:14]1[C:19](=O)[NH:18][CH2:17][C:16](=O)[NH:15]1)[C:8]1[CH:13]=[CH:12][CH:11]=[CH:10][CH:9]=1, predict the reaction product. The product is: [CH2:7]([C@H:14]1[CH2:19][NH:18][CH2:17][CH2:16][NH:15]1)[C:8]1[CH:13]=[CH:12][CH:11]=[CH:10][CH:9]=1.